The task is: Predict the product of the given reaction.. This data is from Forward reaction prediction with 1.9M reactions from USPTO patents (1976-2016). (1) Given the reactants [NH:1]1[C:5](=[O:6])[CH2:4][CH2:3][CH:2]1[C:7]([OH:9])=[O:8].[CH3:10]O.OS(O)(=O)=O.[OH-].[Na+], predict the reaction product. The product is: [CH3:10][O:8][C:7]([CH:2]1[CH2:3][CH2:4][C:5](=[O:6])[NH:1]1)=[O:9]. (2) Given the reactants Br[C:2]1[CH:7]=[C:6]([Cl:8])[N:5]=[N:4][C:3]=1[NH2:9].Br[CH2:11][C:12]([C:14]1[CH:19]=[CH:18][CH:17]=[CH:16][CH:15]=1)=O.O1CCOCC1.[NH:26]1[CH2:31][CH2:30][O:29][CH2:28][CH2:27]1, predict the reaction product. The product is: [Cl:8][C:6]1[CH:7]=[C:2]([N:26]2[CH2:31][CH2:30][O:29][CH2:28][CH2:27]2)[C:3]2[N:4]([CH:11]=[C:12]([C:14]3[CH:19]=[CH:18][CH:17]=[CH:16][CH:15]=3)[N:9]=2)[N:5]=1. (3) Given the reactants Cl.[NH2:2][CH2:3][CH2:4][NH:5][S:6]([C:9]1[C:17]2[C:12](=[CH:13][CH:14]=[C:15]([Br:18])[CH:16]=2)[N:11]([S:19]([C:22]2[CH:27]=[CH:26][CH:25]=[CH:24][CH:23]=2)(=[O:21])=[O:20])[C:10]=1[C:28]([O:30][CH2:31][CH3:32])=[O:29])(=[O:8])=[O:7].[CH3:33][O:34][C:35]1[CH:42]=[CH:41][C:38]([CH:39]=O)=[CH:37][CH:36]=1.C(O[BH-](OC(=O)C)OC(=O)C)(=O)C.[Na+], predict the reaction product. The product is: [Br:18][C:15]1[CH:16]=[C:17]2[C:12](=[CH:13][CH:14]=1)[N:11]([S:19]([C:22]1[CH:27]=[CH:26][CH:25]=[CH:24][CH:23]=1)(=[O:21])=[O:20])[C:10]([C:28]([O:30][CH2:31][CH3:32])=[O:29])=[C:9]2[S:6]([NH:5][CH2:4][CH2:3][NH:2][CH2:39][C:38]1[CH:41]=[CH:42][C:35]([O:34][CH3:33])=[CH:36][CH:37]=1)(=[O:8])=[O:7]. (4) Given the reactants [CH2:1]1[C@H:9]2[C@H:4]([CH2:5][NH:6][CH2:7][CH2:8]2)[CH2:3][N:2]1[C:10]([O:12][C:13]([CH3:16])([CH3:15])[CH3:14])=[O:11].CN1CCOCC1.[NH:24]1[C:28]2[CH:29]=[CH:30][C:31]([C:33](O)=[O:34])=[CH:32][C:27]=2[N:26]=[N:25]1.F[P-](F)(F)(F)(F)F.N1(OC(N(C)C)=[N+](C)C)C2N=CC=CC=2N=N1, predict the reaction product. The product is: [NH:24]1[C:28]2[CH:29]=[CH:30][C:31]([C:33]([N:6]3[CH2:7][CH2:8][C@H:9]4[CH2:1][N:2]([C:10]([O:12][C:13]([CH3:16])([CH3:15])[CH3:14])=[O:11])[CH2:3][C@H:4]4[CH2:5]3)=[O:34])=[CH:32][C:27]=2[N:26]=[N:25]1. (5) Given the reactants [Cl:1][C:2]1[CH:7]=[CH:6][C:5]([F:8])=[C:4]([Cl:9])[C:3]=1[CH:10](Br)[CH3:11].[NH2:13][C:14]1[C:19]([OH:20])=[CH:18][C:17]([Br:21])=[CH:16][N:15]=1.C([O-])([O-])=O.[K+].[K+], predict the reaction product. The product is: [Br:21][C:17]1[CH:18]=[C:19]([O:20][CH:10]([C:3]2[C:2]([Cl:1])=[CH:7][CH:6]=[C:5]([F:8])[C:4]=2[Cl:9])[CH3:11])[C:14]([NH2:13])=[N:15][CH:16]=1. (6) Given the reactants [C:1]([O:11][CH:12]([C:14]([C:17]([O:19]C)=[O:18])([F:16])[F:15])[F:13])([C:4]([C:7]([F:10])([F:9])[F:8])([F:6])[F:5])([F:3])[F:2].[OH-].[Na+:22], predict the reaction product. The product is: [C:1]([O:11][CH:12]([C:14]([C:17]([O:19][Na:22])=[O:18])([F:16])[F:15])[F:13])([C:4]([C:7]([F:10])([F:9])[F:8])([F:6])[F:5])([F:3])[F:2].